From a dataset of Full USPTO retrosynthesis dataset with 1.9M reactions from patents (1976-2016). Predict the reactants needed to synthesize the given product. (1) The reactants are: [Br:1][C:2]1[CH:3]=[CH:4][C:5]([O:9][CH3:10])=[C:6]([OH:8])[CH:7]=1.Br[CH:12]([C:14](=[O:17])[CH2:15][CH3:16])[CH3:13].C(=O)([O-])[O-].[K+].[K+].CN(C=O)C. Given the product [Br:1][C:2]1[CH:3]=[CH:4][C:5]([O:9][CH3:10])=[C:6]([O:8][CH:12]([C:14](=[O:17])[CH2:15][CH3:16])[CH3:13])[CH:7]=1, predict the reactants needed to synthesize it. (2) Given the product [Si:1]([O:8][CH2:9][C:10]1[N:11]=[C:12]([N:15]2[CH2:21][CH:20]3[O:22][CH:17]([CH2:18][CH2:19]3)[CH2:16]2)[S:13][C:14]=1[CH3:24])([C:4]([CH3:5])([CH3:6])[CH3:7])([CH3:2])[CH3:3], predict the reactants needed to synthesize it. The reactants are: [Si:1]([O:8][CH2:9][C:10]1[N:11]=[C:12]([N:15]2[CH2:21][CH:20]3[O:22][CH:17]([CH2:18][CH2:19]3)[CH2:16]2)[S:13][CH:14]=1)([C:4]([CH3:7])([CH3:6])[CH3:5])([CH3:3])[CH3:2].[Li][CH2:24]CCC.IC. (3) The reactants are: Br[C:2]1[S:10][C:9]2[C:4](=[N:5][CH:6]=[CH:7][C:8]=2[O:11][C:12]2[CH:17]=[CH:16][C:15]([N+:18]([O-:20])=[O:19])=[CH:14][C:13]=2[F:21])[CH:3]=1.[CH3:22][N:23]([CH3:43])[CH2:24][CH2:25][CH2:26][O:27][C:28]1[CH:33]=[CH:32][C:31](B2OC(C)(C)C(C)(C)O2)=[CH:30][N:29]=1.[F-].[Cs+].C(=O)(O)[O-].[Na+]. Given the product [F:21][C:13]1[CH:14]=[C:15]([N+:18]([O-:20])=[O:19])[CH:16]=[CH:17][C:12]=1[O:11][C:8]1[CH:7]=[CH:6][N:5]=[C:4]2[CH:3]=[C:2]([C:31]3[CH:32]=[CH:33][C:28]([O:27][CH2:26][CH2:25][CH2:24][N:23]([CH3:22])[CH3:43])=[N:29][CH:30]=3)[S:10][C:9]=12, predict the reactants needed to synthesize it. (4) Given the product [CH2:18]([S:20]([N:23]1[CH2:24][CH2:25][N:26]([CH2:2][C:3]2[N:7]([C:8]3[CH:13]=[CH:12][CH:11]=[C:10]([C:14]([F:17])([F:16])[F:15])[CH:9]=3)[N:6]=[N:5][N:4]=2)[CH2:27][CH2:28]1)(=[O:22])=[O:21])[CH3:19], predict the reactants needed to synthesize it. The reactants are: Cl[CH2:2][C:3]1[N:7]([C:8]2[CH:13]=[CH:12][CH:11]=[C:10]([C:14]([F:17])([F:16])[F:15])[CH:9]=2)[N:6]=[N:5][N:4]=1.[CH2:18]([S:20]([N:23]1[CH2:28][CH2:27][NH:26][CH2:25][CH2:24]1)(=[O:22])=[O:21])[CH3:19].C(N(CC)CC)C. (5) Given the product [C:1]([N:8]([CH2:7][C:6]([NH2:5])=[O:31])[C@@H:9]1[C:17]2[C:12](=[CH:13][CH:14]=[CH:15][CH:16]=2)[CH2:11][C@H:10]1[NH:18][C:19]([C:21]1[NH:25][C:24]2[C:26]([Cl:30])=[C:27]([Cl:29])[S:28][C:23]=2[CH:22]=1)=[O:20])(=[O:3])[CH3:2], predict the reactants needed to synthesize it. The reactants are: [C:1](Cl)(=[O:3])[CH3:2].[NH2:5][C:6](=[O:31])[CH2:7][NH:8][C@@H:9]1[C:17]2[C:12](=[CH:13][CH:14]=[CH:15][CH:16]=2)[CH2:11][C@H:10]1[NH:18][C:19]([C:21]1[NH:25][C:24]2[C:26]([Cl:30])=[C:27]([Cl:29])[S:28][C:23]=2[CH:22]=1)=[O:20].